Dataset: NCI-60 drug combinations with 297,098 pairs across 59 cell lines. Task: Regression. Given two drug SMILES strings and cell line genomic features, predict the synergy score measuring deviation from expected non-interaction effect. (1) Drug 1: COC1=C2C(=CC3=C1OC=C3)C=CC(=O)O2. Drug 2: C(CCl)NC(=O)N(CCCl)N=O. Cell line: LOX IMVI. Synergy scores: CSS=13.0, Synergy_ZIP=4.36, Synergy_Bliss=0.804, Synergy_Loewe=-13.5, Synergy_HSA=-5.75. (2) Drug 1: C1=C(C(=O)NC(=O)N1)F. Drug 2: C(=O)(N)NO. Cell line: MCF7. Synergy scores: CSS=37.1, Synergy_ZIP=0.840, Synergy_Bliss=2.61, Synergy_Loewe=6.41, Synergy_HSA=8.39. (3) Drug 1: CC=C1C(=O)NC(C(=O)OC2CC(=O)NC(C(=O)NC(CSSCCC=C2)C(=O)N1)C(C)C)C(C)C. Drug 2: CCN(CC)CCNC(=O)C1=C(NC(=C1C)C=C2C3=C(C=CC(=C3)F)NC2=O)C. Cell line: IGROV1. Synergy scores: CSS=59.1, Synergy_ZIP=-0.560, Synergy_Bliss=2.00, Synergy_Loewe=-55.5, Synergy_HSA=3.65. (4) Drug 1: CC1CCC2CC(C(=CC=CC=CC(CC(C(=O)C(C(C(=CC(C(=O)CC(OC(=O)C3CCCCN3C(=O)C(=O)C1(O2)O)C(C)CC4CCC(C(C4)OC)O)C)C)O)OC)C)C)C)OC. Drug 2: CC1=C2C(C(=O)C3(C(CC4C(C3C(C(C2(C)C)(CC1OC(=O)C(C(C5=CC=CC=C5)NC(=O)OC(C)(C)C)O)O)OC(=O)C6=CC=CC=C6)(CO4)OC(=O)C)O)C)O. Cell line: SF-268. Synergy scores: CSS=5.82, Synergy_ZIP=-3.04, Synergy_Bliss=-1.09, Synergy_Loewe=0.775, Synergy_HSA=0.868. (5) Drug 1: C1=CC(=C2C(=C1NCCNCCO)C(=O)C3=C(C=CC(=C3C2=O)O)O)NCCNCCO. Drug 2: CC1=CC=C(C=C1)C2=CC(=NN2C3=CC=C(C=C3)S(=O)(=O)N)C(F)(F)F. Cell line: SW-620. Synergy scores: CSS=39.2, Synergy_ZIP=4.07, Synergy_Bliss=1.89, Synergy_Loewe=-29.2, Synergy_HSA=2.54. (6) Drug 1: C(=O)(N)NO. Drug 2: CN1C2=C(C=C(C=C2)N(CCCl)CCCl)N=C1CCCC(=O)O.Cl. Cell line: K-562. Synergy scores: CSS=0.998, Synergy_ZIP=-4.43, Synergy_Bliss=-9.75, Synergy_Loewe=-7.89, Synergy_HSA=-7.19.